This data is from NCI-60 drug combinations with 297,098 pairs across 59 cell lines. The task is: Regression. Given two drug SMILES strings and cell line genomic features, predict the synergy score measuring deviation from expected non-interaction effect. Drug 1: CCC1(CC2CC(C3=C(CCN(C2)C1)C4=CC=CC=C4N3)(C5=C(C=C6C(=C5)C78CCN9C7C(C=CC9)(C(C(C8N6C=O)(C(=O)OC)O)OC(=O)C)CC)OC)C(=O)OC)O.OS(=O)(=O)O. Drug 2: N.N.Cl[Pt+2]Cl. Cell line: EKVX. Synergy scores: CSS=12.7, Synergy_ZIP=-2.81, Synergy_Bliss=1.47, Synergy_Loewe=-6.32, Synergy_HSA=0.813.